From a dataset of Reaction yield outcomes from USPTO patents with 853,638 reactions. Predict the reaction yield, written as a fraction of the theoretical maximum amount of product (1.0 means a 100% yield; for example, 0.34 means a 34% yield). (1) The reactants are CO[CH:3](OC)[CH:4](Cl)[CH3:5].Cl.CC([O-])=O.[Na+].[NH2:15][C:16]1[NH:21][C:20](=[O:22])[NH:19][C:18](=[O:23])[CH:17]=1. The catalyst is O. The product is [CH3:5][C:4]1[C:17]2[C:18]([OH:23])=[N:19][C:20]([OH:22])=[N:21][C:16]=2[NH:15][CH:3]=1. The yield is 0.940. (2) The reactants are [C:1]([N:8]1[CH2:12][CH2:11][CH2:10][CH:9]1[CH2:13][OH:14])([O:3][C:4]([CH3:7])([CH3:6])[CH3:5])=[O:2].S(Cl)(C)(=O)=O.C(N(CC)CC)C. The catalyst is O1CCCC1. The product is [C:1]([N:8]1[CH2:12][CH2:11][CH2:10][C@H:9]1[CH2:13][OH:14])([O:3][C:4]([CH3:7])([CH3:6])[CH3:5])=[O:2]. The yield is 0.997.